Dataset: Forward reaction prediction with 1.9M reactions from USPTO patents (1976-2016). Task: Predict the product of the given reaction. Given the reactants [Cl:1][C:2]1[C:3]2[C:11](I)=[CH:10][N:9]([CH2:13][C:14]3[C:19]([CH3:20])=[C:18]([O:21][CH3:22])[C:17]([CH3:23])=[CH:16][N:15]=3)[C:4]=2[N:5]=[C:6]([NH2:8])[N:7]=1.[CH2:24]([N:26]1[CH2:31][CH2:30][N:29]([CH2:32][CH2:33][CH2:34][C:35]#[CH:36])[CH2:28][CH2:27]1)[CH3:25], predict the reaction product. The product is: [Cl:1][C:2]1[C:3]2[C:11]([C:36]#[C:35][CH2:34][CH2:33][CH2:32][N:29]3[CH2:28][CH2:27][N:26]([CH2:24][CH3:25])[CH2:31][CH2:30]3)=[CH:10][N:9]([CH2:13][C:14]3[C:19]([CH3:20])=[C:18]([O:21][CH3:22])[C:17]([CH3:23])=[CH:16][N:15]=3)[C:4]=2[N:5]=[C:6]([NH2:8])[N:7]=1.